This data is from hERG Central: cardiac toxicity at 1µM, 10µM, and general inhibition. The task is: Predict hERG channel inhibition at various concentrations. (1) Results: hERG_inhib (hERG inhibition (general)): blocker. The molecule is CCN1CCN(CCCN(Cc2ccco2)C(=S)Nc2ccc(Cl)c(C)c2)CC1. (2) The drug is Cc1ccccc1NC(=O)COC(=O)c1cc(=O)c2ccccc2o1. Results: hERG_inhib (hERG inhibition (general)): blocker. (3) The drug is CN(CC(=O)Nc1cccc(F)c1)C(=O)/C=C/c1cc(Br)ccc1OC(F)F. Results: hERG_inhib (hERG inhibition (general)): blocker. (4) The molecule is CCOC(=O)C1(Cc2ccccc2C(F)(F)F)CCN(CCCn2cccn2)CC1. Results: hERG_inhib (hERG inhibition (general)): blocker. (5) The drug is Cc1sc2nc(CSc3ccccc3)nc(N3CCN(C)CC3)c2c1C. Results: hERG_inhib (hERG inhibition (general)): blocker. (6) The molecule is Cc1cccc(-c2nc(S(=O)(=O)c3ccc(F)cc3)c(NCCCN3CCOCC3)o2)c1. Results: hERG_inhib (hERG inhibition (general)): blocker.